From a dataset of Peptide-MHC class II binding affinity with 134,281 pairs from IEDB. Regression. Given a peptide amino acid sequence and an MHC pseudo amino acid sequence, predict their binding affinity value. This is MHC class II binding data. The peptide sequence is GPGSTGLNITGVTCG. The MHC is HLA-DQA10104-DQB10503 with pseudo-sequence HLA-DQA10104-DQB10503. The binding affinity (normalized) is 0.00737.